From a dataset of Reaction yield outcomes from USPTO patents with 853,638 reactions. Predict the reaction yield, written as a fraction of the theoretical maximum amount of product (1.0 means a 100% yield; for example, 0.34 means a 34% yield). (1) The reactants are [O:1]1CCCO[CH:2]1[CH2:7][CH2:8][CH:9]([OH:46])[CH2:10][O:11][C@H:12]1[CH2:17][CH2:16][C@H:15]([N:18]2[C:23](=[O:24])[C:22]([CH2:25][C:26]3[CH:31]=[CH:30][C:29]([C:32]4[C:33]([C:38]#[N:39])=[CH:34][CH:35]=[CH:36][CH:37]=4)=[CH:28][CH:27]=3)=[C:21]([CH2:40][CH2:41][CH3:42])[N:20]3[N:43]=[CH:44][N:45]=[C:19]23)[CH2:14][CH2:13]1.C([Si](Cl)(C1C=CC=CC=1)C1C=CC=CC=1)(C)(C)C.N1C=CN=C1.Cl. The catalyst is O1CCCC1. The product is [OH:46][CH:9]([CH2:8][CH2:7][CH2:2][OH:1])[CH2:10][O:11][C@H:12]1[CH2:17][CH2:16][C@H:15]([N:18]2[C:23](=[O:24])[C:22]([CH2:25][C:26]3[CH:31]=[CH:30][C:29]([C:32]4[C:33]([C:38]#[N:39])=[CH:34][CH:35]=[CH:36][CH:37]=4)=[CH:28][CH:27]=3)=[C:21]([CH2:40][CH2:41][CH3:42])[N:20]3[N:43]=[CH:44][N:45]=[C:19]23)[CH2:14][CH2:13]1. The yield is 0.260. (2) The catalyst is CN(C=O)C. The product is [CH2:1]([N:8]1[CH:16]=[C:15]2[C:10]([CH:11]=[C:12]([C:17]3[CH:18]=[C:19]([C:27]4[CH:32]=[CH:31][C:30]([N:33]5[CH2:38][CH2:37][N:36]([CH2:40][CH2:41][CH3:42])[CH2:35][CH2:34]5)=[CH:29][CH:28]=4)[N:20]4[C:25]=3[C:24]([NH2:26])=[N:23][CH:22]=[N:21]4)[CH:13]=[CH:14]2)=[N:9]1)[C:2]1[CH:7]=[CH:6][CH:5]=[CH:4][CH:3]=1. The yield is 0.250. The reactants are [CH2:1]([N:8]1[CH:16]=[C:15]2[C:10]([CH:11]=[C:12]([C:17]3[CH:18]=[C:19]([C:27]4[CH:32]=[CH:31][C:30]([N:33]5[CH2:38][CH2:37][NH:36][CH2:35][CH2:34]5)=[CH:29][CH:28]=4)[N:20]4[C:25]=3[C:24]([NH2:26])=[N:23][CH:22]=[N:21]4)[CH:13]=[CH:14]2)=[N:9]1)[C:2]1[CH:7]=[CH:6][CH:5]=[CH:4][CH:3]=1.I[CH2:40][CH2:41][CH3:42].C(=O)([O-])[O-].[K+].[K+].